Dataset: Catalyst prediction with 721,799 reactions and 888 catalyst types from USPTO. Task: Predict which catalyst facilitates the given reaction. (1) Reactant: [C:1]([NH:4][NH:5][C:6]([C@@H:8]1[CH2:14][CH2:13][C@@H:12]2[CH2:15][N:9]1[C:10](=[O:24])[N:11]2[O:16]CC1C=CC=CC=1)=[O:7])(=[O:3])[CH3:2]. Product: [C:1]([NH:4][NH:5][C:6]([C@@H:8]1[CH2:14][CH2:13][C@@H:12]2[CH2:15][N:9]1[C:10](=[O:24])[N:11]2[OH:16])=[O:7])(=[O:3])[CH3:2]. The catalyst class is: 19. (2) Reactant: CC(C)(C)C([O:5][C:6]1[C:11](=[O:12])[N:10]([CH3:13])[C:9]([C:14]2[S:15][CH:16]=[CH:17][C:18]=2[NH2:19])=[N:8][C:7]=1[C:20]([O:22]C)=[O:21])=O.[C:26](OC(=O)C)(=[O:28])[CH3:27]. Product: [C:26]([NH:19][C:18]1[CH:17]=[CH:16][S:15][C:14]=1[C:9]1[N:10]([CH3:13])[C:11](=[O:12])[C:6]([OH:5])=[C:7]([C:20]([OH:22])=[O:21])[N:8]=1)(=[O:28])[CH3:27]. The catalyst class is: 3.